This data is from Reaction yield outcomes from USPTO patents with 853,638 reactions. The task is: Predict the reaction yield, written as a fraction of the theoretical maximum amount of product (1.0 means a 100% yield; for example, 0.34 means a 34% yield). (1) The reactants are [NH2:1][C:2]1[N:7]=[C:6]([C:8]2[CH:15]=[C:14](OC)[C:11]([C:12]#[N:13])=[C:10](F)[CH:9]=2)[CH:5]=[CH:4][N:3]=1.[OH2:19].[NH2:20][NH2:21].[CH2:22]1COCC1. No catalyst specified. The product is [NH2:1][C:2]1[N:7]=[C:6]([C:8]2[CH:15]=[C:14]3[C:11]([C:12]([NH2:13])=[N:20][NH:21]3)=[C:10]([O:19][CH3:22])[CH:9]=2)[CH:5]=[CH:4][N:3]=1. The yield is 0.490. (2) The reactants are [CH3:1][O:2][C:3](=[O:22])[CH2:4][C:5]1[CH:10]=[C:9]([Cl:11])[C:8]([O:12][C:13]2[CH:18]=[CH:17][C:16]([NH2:19])=[C:15]([Br:20])[CH:14]=2)=[C:7]([Cl:21])[CH:6]=1.[CH3:23][CH:24]([CH3:29])[CH2:25][C:26](Cl)=[O:27].C(N(CC)CC)C. The catalyst is ClCCl. The product is [Br:20][C:15]1[CH:14]=[C:13]([CH:18]=[CH:17][C:16]=1[NH:19][C:26](=[O:27])[CH2:25][CH:24]([CH3:29])[CH3:23])[O:12][C:8]1[C:7]([Cl:21])=[CH:6][C:5]([CH2:4][C:3]([O:2][CH3:1])=[O:22])=[CH:10][C:9]=1[Cl:11]. The yield is 0.980. (3) The reactants are [CH3:1][O:2][C:3]([C@@H:5]1[CH2:9][C:8]([F:11])([F:10])[CH2:7][N:6]1C(OC(C)(C)C)=O)=[O:4].[C:19]([OH:25])([C:21]([F:24])([F:23])[F:22])=[O:20]. No catalyst specified. The product is [F:22][C:21]([F:24])([F:23])[C:19]([OH:25])=[O:20].[CH3:1][O:2][C:3]([C@@H:5]1[CH2:9][C:8]([F:11])([F:10])[CH2:7][NH:6]1)=[O:4]. The yield is 0.770.